Task: Predict which catalyst facilitates the given reaction.. Dataset: Catalyst prediction with 721,799 reactions and 888 catalyst types from USPTO (1) Reactant: CN(C([O:8][N:9]1[N:17]=[N:16][C:11]2[CH:12]=[CH:13][CH:14]=[CH:15][C:10]1=2)=[N+](C)C)C.[B-](F)(F)(F)F. Product: [CH:13]1[CH:14]=[CH:15][C:10]2[N:9]([OH:8])[N:17]=[N:16][C:11]=2[CH:12]=1. The catalyst class is: 37. (2) Reactant: [C:1]([O:5][C:6]([N:8]1[CH2:13][CH2:12][N:11]2[C:14]([C:22]([O:24]CC)=[CH2:23])=[C:15]([C:17]([O:19][CH2:20][CH3:21])=[O:18])[N:16]=[C:10]2[CH2:9]1)=[O:7])([CH3:4])([CH3:3])[CH3:2].C1(C)C=CC(S(O)(=O)=O)=CC=1. Product: [C:22]([C:14]1[N:11]2[CH2:12][CH2:13][N:8]([C:6]([O:5][C:1]([CH3:2])([CH3:3])[CH3:4])=[O:7])[CH2:9][C:10]2=[N:16][C:15]=1[C:17]([O:19][CH2:20][CH3:21])=[O:18])(=[O:24])[CH3:23]. The catalyst class is: 20. (3) Reactant: O1CCCC1.[Br:6][C:7]1[CH:12]=[CH:11][C:10]([O:13][CH2:14][CH3:15])=[CH:9][C:8]=1[C:16]([NH:18][C@@H:19]([CH2:23][C:24]1[CH:29]=[CH:28][C:27]([C:30]2[C:35]([O:36][CH3:37])=[CH:34][C:33]([C:38]#[N:39])=[CH:32][C:31]=2[O:40][CH3:41])=[CH:26][CH:25]=1)[C:20]([OH:22])=[O:21])=[O:17]. Product: [Br:6][C:7]1[CH:12]=[CH:11][C:10]([O:13][CH2:14][CH3:15])=[CH:9][C:8]=1[C:16]([NH:18][C@@H:19]([CH2:23][C:24]1[CH:25]=[CH:26][C:27]([C:30]2[C:31]([O:40][CH3:41])=[CH:32][C:33]([C:38]#[N:39])=[CH:34][C:35]=2[O:36][CH3:37])=[CH:28][CH:29]=1)[C:20]([OH:22])=[O:21])=[O:17]. The catalyst class is: 5. (4) Product: [Cl:1][C:2]1[CH:7]=[CH:6][N:5]=[C:4]2[CH:8]=[C:9]([CH:11]=[N:13][OH:14])[S:10][C:3]=12. Reactant: [Cl:1][C:2]1[CH:7]=[CH:6][N:5]=[C:4]2[CH:8]=[C:9]([CH:11]=O)[S:10][C:3]=12.[NH2:13][OH:14].Cl. The catalyst class is: 24. (5) Reactant: [NH2:1][CH:2]1[CH2:6][CH2:5][N:4]([C:7]2[N:12]=[C:11]([NH:13][C@H:14]([C:16]3[CH:21]=[CH:20][C:19]([F:22])=[CH:18][CH:17]=3)[CH3:15])[N:10]=[C:9]([NH:23][C:24]3[CH:29]=[N:28][CH:27]=[CH:26][N:25]=3)[CH:8]=2)[CH2:3]1.C(N(CC)C(C)C)(C)C.[CH3:39][S:40](Cl)(=[O:42])=[O:41].O. Product: [F:22][C:19]1[CH:20]=[CH:21][C:16]([C@@H:14]([NH:13][C:11]2[N:12]=[C:7]([N:4]3[CH2:5][CH2:6][CH:2]([NH:1][S:40]([CH3:39])(=[O:42])=[O:41])[CH2:3]3)[CH:8]=[C:9]([NH:23][C:24]3[CH:29]=[N:28][CH:27]=[CH:26][N:25]=3)[N:10]=2)[CH3:15])=[CH:17][CH:18]=1. The catalyst class is: 7. (6) Reactant: C([SiH](CC)CC)C.[CH3:8][O:9][C:10]([N:12]1[CH2:17][CH2:16][C:15]([C:19]2[CH:24]=[CH:23][C:22]([Br:25])=[CH:21][CH:20]=2)(O)[CH2:14][CH2:13]1)=[O:11]. Product: [CH3:8][O:9][C:10]([N:12]1[CH2:17][CH2:16][CH:15]([C:19]2[CH:20]=[CH:21][C:22]([Br:25])=[CH:23][CH:24]=2)[CH2:14][CH2:13]1)=[O:11]. The catalyst class is: 67. (7) Reactant: [NH2:1][C:2]1[N:7]=[C:6]([NH:8][CH2:9][CH2:10][NH:11][C:12](=[O:15])[CH:13]=[CH2:14])[CH:5]=[CH:4][CH:3]=1.Br[C:17]1[C:18](=[O:25])[N:19]([CH3:24])[CH:20]=[C:21]([Br:23])[CH:22]=1.C([O-])([O-])=O.[Cs+].[Cs+]. Product: [Br:23][C:21]1[CH:22]=[C:17]([NH:1][C:2]2[N:7]=[C:6]([NH:8][CH2:9][CH2:10][NH:11][C:12](=[O:15])[CH:13]=[CH2:14])[CH:5]=[CH:4][CH:3]=2)[C:18](=[O:25])[N:19]([CH3:24])[CH:20]=1. The catalyst class is: 62. (8) Reactant: Cl.[F:2][C:3]1[CH:4]=[C:5]([C@@H:14]([C:16]2[C:21]([F:22])=[CH:20][CH:19]=[CH:18][N:17]=2)[NH2:15])[CH:6]=[CH:7][C:8]=1[O:9][C:10]([F:13])([F:12])[F:11].[N:23]([C:26]1[CH:36]=[CH:35][C:29]([C:30]([O:32][CH2:33][CH3:34])=[O:31])=[CH:28][CH:27]=1)=[C:24]=[O:25].C(N(C(C)C)C(C)C)C. Product: [F:2][C:3]1[CH:4]=[C:5]([C@@H:14]([C:16]2[C:21]([F:22])=[CH:20][CH:19]=[CH:18][N:17]=2)[NH:15][C:24](=[O:25])[NH:23][C:26]2[CH:36]=[CH:35][C:29]([C:30]([O:32][CH2:33][CH3:34])=[O:31])=[CH:28][CH:27]=2)[CH:6]=[CH:7][C:8]=1[O:9][C:10]([F:13])([F:12])[F:11]. The catalyst class is: 2. (9) Reactant: [F:1][C:2]1[CH:10]=[CH:9][CH:8]=[CH:7][C:3]=1[C:4]([OH:6])=O.C1N=CN(C(N2C=NC=C2)=O)C=1.[CH2:23]([N:27]1[C:35]2[N:34]=[C:33]([Cl:36])[NH:32][C:31]=2[C:30](=[O:37])[N:29]([CH2:38][CH2:39][CH2:40][CH2:41]/[C:42](=[N:45]/[H])/[NH:43]O)[C:28]1=[O:47])[CH2:24][CH2:25][CH3:26]. Product: [CH2:23]([N:27]1[C:35]2[N:34]=[C:33]([Cl:36])[NH:32][C:31]=2[C:30](=[O:37])[N:29]([CH2:38][CH2:39][CH2:40][CH2:41][C:42]2[N:43]=[C:4]([C:3]3[CH:7]=[CH:8][CH:9]=[CH:10][C:2]=3[F:1])[O:6][N:45]=2)[C:28]1=[O:47])[CH2:24][CH2:25][CH3:26]. The catalyst class is: 16.